This data is from Forward reaction prediction with 1.9M reactions from USPTO patents (1976-2016). The task is: Predict the product of the given reaction. (1) Given the reactants [CH2:1]([NH:8][C@H:9]([CH3:12])[CH2:10][OH:11])[C:2]1[CH:7]=[CH:6][CH:5]=[CH:4][CH:3]=1.[Cl:13][CH2:14][C:15](Cl)=[O:16].O, predict the reaction product. The product is: [CH2:1]([N:8]([C@H:9]([CH3:12])[CH2:10][OH:11])[C:15](=[O:16])[CH2:14][Cl:13])[C:2]1[CH:7]=[CH:6][CH:5]=[CH:4][CH:3]=1. (2) Given the reactants Cl[C:2]1[CH:7]=[CH:6][C:5]([N+:8]([O-:10])=[O:9])=[C:4]([O:11][CH3:12])[CH:3]=1.[F:13][C:14]([F:25])([F:24])[C:15]1[CH:20]=[CH:19][C:18](B(O)O)=[CH:17][CH:16]=1.C(=O)([O-])[O-].[K+].[K+], predict the reaction product. The product is: [CH3:12][O:11][C:4]1[CH:3]=[C:2]([C:18]2[CH:19]=[CH:20][C:15]([C:14]([F:25])([F:24])[F:13])=[CH:16][CH:17]=2)[CH:7]=[CH:6][C:5]=1[N+:8]([O-:10])=[O:9]. (3) Given the reactants [N:1]1[CH:6]=[C:5]([CH2:7][CH2:8][C:9]([O:11][CH3:12])=[O:10])[CH:4]=[N:3][CH:2]=1.[CH:13]([O:15][CH3:16])=O.[H-].[Na+].C(=O)([O-])[O-].[K+].[K+].S(OC)(OC)(=O)=O, predict the reaction product. The product is: [N:1]1[CH:6]=[C:5]([CH2:7][C:8](=[CH:13][O:15][CH3:16])[C:9]([O:11][CH3:12])=[O:10])[CH:4]=[N:3][CH:2]=1. (4) The product is: [CH:10]([CH:11]1[CH2:12][CH2:13][NH:8][C:1]2[CH:6]=[CH:5][CH:4]=[CH:3][C:2]=2[NH:7]1)([CH3:16])[CH3:9]. Given the reactants [C:1]1([NH2:8])[CH:6]=[CH:5][CH:4]=[CH:3][C:2]=1[NH2:7].[CH3:9][CH:10]([CH3:16])/[CH:11]=[CH:12]/[C:13](O)=O, predict the reaction product. (5) Given the reactants [CH3:1][C:2]1[CH:8]=[CH:7][CH:6]=[C:4]([OH:5])[C:3]=1O.[CH3:10]I.[C:12]([O-:15])([O-])=O.[K+].[K+], predict the reaction product. The product is: [CH3:10][O:5][C:4]1[CH:6]=[CH:7][CH:8]=[C:2]([CH3:1])[C:3]=1[O:15][CH3:12]. (6) Given the reactants [C:1]([C@H:5]1[CH2:10][CH2:9][C@H:8]([O:11][C:12]2[CH:13]=[C:14]3[C:19](=[CH:20][CH:21]=2)[N:18]=[C:17]([CH2:22][N:23]2[CH2:26][CH:25]([C:27]([OH:29])=[O:28])[CH2:24]2)[CH:16]=[C:15]3[C:30](F)(F)F)[CH2:7][CH2:6]1)([CH3:4])([CH3:3])[CH3:2].COC(C1CN(CC2C=C(C)C3C(=CC=C(O[C@H]4CC[C@H](C(C)(C)C)CC4)C=3)N=2)C1)=O, predict the reaction product. The product is: [C:1]([C@H:5]1[CH2:6][CH2:7][C@H:8]([O:11][C:12]2[CH:13]=[C:14]3[C:19](=[CH:20][CH:21]=2)[N:18]=[C:17]([CH2:22][N:23]2[CH2:24][CH:25]([C:27]([OH:29])=[O:28])[CH2:26]2)[CH:16]=[C:15]3[CH3:30])[CH2:9][CH2:10]1)([CH3:4])([CH3:3])[CH3:2]. (7) Given the reactants Br[C:2]1[CH:3]=[N:4][C:5]([O:8][C:9]2[CH:14]=[CH:13][C:12]([O:15][CH3:16])=[CH:11][CH:10]=2)=[N:6][CH:7]=1.[C:17]1(C)[CH:22]=[CH:21][CH:20]=[CH:19][CH:18]=1.P.C([O-])([O-])=O.[Cs+].[Cs+], predict the reaction product. The product is: [CH3:16][O:15][C:12]1[CH:13]=[CH:14][C:9]([O:8][C:5]2[N:4]=[CH:3][C:2]([C:17]3[CH:22]=[CH:21][CH:20]=[CH:19][CH:18]=3)=[CH:7][N:6]=2)=[CH:10][CH:11]=1. (8) Given the reactants Br[C:2]1[CH:7]=[CH:6][C:5]([C:8]23[O:14][C:11]([CH2:15][CH2:16][C:17]([O:19][CH3:20])=[O:18])([CH2:12][CH2:13]2)[CH2:10][CH2:9]3)=[CH:4][CH:3]=1.[C:21]([C:25]1[O:29][C:28]([NH:30][C:31]2[CH:36]=[CH:35][C:34](B3OC(C)(C)C(C)(C)O3)=[CH:33][CH:32]=2)=[N:27][N:26]=1)([CH3:24])([CH3:23])[CH3:22].[F-].[Cs+].O1CCOCC1, predict the reaction product. The product is: [C:21]([C:25]1[O:29][C:28]([NH:30][C:31]2[CH:36]=[CH:35][C:34]([C:2]3[CH:7]=[CH:6][C:5]([C:8]45[O:14][C:11]([CH2:15][CH2:16][C:17]([O:19][CH3:20])=[O:18])([CH2:12][CH2:13]4)[CH2:10][CH2:9]5)=[CH:4][CH:3]=3)=[CH:33][CH:32]=2)=[N:27][N:26]=1)([CH3:24])([CH3:22])[CH3:23]. (9) Given the reactants [Cl:1][C:2]1[CH:7]=[C:6]([NH:8][C@@H:9]2[CH2:14][CH2:13][C@H:12]([C:15]([O:17]C)=[O:16])[CH2:11][CH2:10]2)[C:5]([N+:19]([O-:21])=[O:20])=[CH:4][N:3]=1.Cl, predict the reaction product. The product is: [ClH:1].[Cl:1][C:2]1[CH:7]=[C:6]([NH:8][C@@H:9]2[CH2:10][CH2:11][C@H:12]([C:15]([OH:17])=[O:16])[CH2:13][CH2:14]2)[C:5]([N+:19]([O-:21])=[O:20])=[CH:4][N:3]=1. (10) Given the reactants [F:1][C:2]([F:33])([F:32])[C:3]1[CH:4]=[C:5]([CH:25]=[C:26]([C:28]([F:31])([F:30])[F:29])[CH:27]=1)[CH2:6][N:7]([CH3:24])[C@@H:8]1[CH2:12][N:11]([CH2:13][C:14]2[CH:19]=[CH:18][CH:17]=[C:16]([Cl:20])[CH:15]=2)[C@H:10]([C:21](O)=[O:22])[CH2:9]1.[N:34]1([C:40]2[CH:47]=[CH:46][CH:45]=[CH:44][C:41]=2[C:42]#[N:43])[CH2:39][CH2:38][NH:37][CH2:36][CH2:35]1, predict the reaction product. The product is: [F:30][C:28]([F:29])([F:31])[C:26]1[CH:25]=[C:5]([CH:4]=[C:3]([C:2]([F:33])([F:32])[F:1])[CH:27]=1)[CH2:6][N:7]([CH3:24])[CH:8]1[CH2:12][N:11]([CH2:13][C:14]2[CH:19]=[CH:18][CH:17]=[C:16]([Cl:20])[CH:15]=2)[CH:10]([C:21]([N:37]2[CH2:36][CH2:35][N:34]([C:40]3[CH:47]=[CH:46][CH:45]=[CH:44][C:41]=3[C:42]#[N:43])[CH2:39][CH2:38]2)=[O:22])[CH2:9]1.